This data is from Full USPTO retrosynthesis dataset with 1.9M reactions from patents (1976-2016). The task is: Predict the reactants needed to synthesize the given product. (1) The reactants are: [F:1][C:2]([F:35])([F:34])[C:3]1[CH:4]=[C:5]([CH:27]=[C:28]([C:30]([F:33])([F:32])[F:31])[CH:29]=1)[CH2:6][N:7]1[CH2:14][CH2:13][CH2:12][O:11][C:10]2[N:15]=[C:16](Cl)[CH:17]=[C:18]([C:19]3[CH:24]=[CH:23][CH:22]=[CH:21][CH:20]=3)[C:9]=2[C:8]1=[O:26].[C:36]([N:39]1[CH2:44][CH2:43][NH:42][CH2:41][CH2:40]1)(=[O:38])[CH3:37]. Given the product [C:36]([N:39]1[CH2:44][CH2:43][N:42]([C:16]2[CH:17]=[C:18]([C:19]3[CH:24]=[CH:23][CH:22]=[CH:21][CH:20]=3)[C:9]3[C:8](=[O:26])[N:7]([CH2:6][C:5]4[CH:4]=[C:3]([C:2]([F:35])([F:34])[F:1])[CH:29]=[C:28]([C:30]([F:33])([F:32])[F:31])[CH:27]=4)[CH2:14][CH2:13][CH2:12][O:11][C:10]=3[N:15]=2)[CH2:41][CH2:40]1)(=[O:38])[CH3:37], predict the reactants needed to synthesize it. (2) Given the product [CH3:1][O:2][C:3]([CH:5]1[CH2:14][C:13]([CH3:15])([CH3:16])[CH2:12][C:7]2([CH2:11][CH2:10][CH2:9][CH2:8]2)[CH:6]1[OH:17])=[O:4], predict the reactants needed to synthesize it. The reactants are: [CH3:1][O:2][C:3]([CH:5]1[CH2:14][C:13]([CH3:16])([CH3:15])[CH2:12][C:7]2([CH2:11][CH2:10][CH2:9][CH2:8]2)[C:6]1=[O:17])=[O:4].O.O.[Cl-].[Ca+2].[Cl-].[BH4-].[Na+].Cl. (3) Given the product [CH2:18]([N:15]1[CH2:14][CH2:13][CH:12]([C:10]([NH:9][C:6]2[CH:7]=[CH:8][C:3]([CH2:2][NH:1][C:34]3[C:33]4[C:28](=[CH:29][CH:30]=[CH:31][CH:32]=4)[N:27]=[C:26]([Cl:25])[N:35]=3)=[CH:4][CH:5]=2)=[O:11])[CH2:17][CH2:16]1)[C:19]1[CH:20]=[CH:21][CH:22]=[CH:23][CH:24]=1, predict the reactants needed to synthesize it. The reactants are: [NH2:1][CH2:2][C:3]1[CH:8]=[CH:7][C:6]([NH:9][C:10]([CH:12]2[CH2:17][CH2:16][N:15]([CH2:18][C:19]3[CH:24]=[CH:23][CH:22]=[CH:21][CH:20]=3)[CH2:14][CH2:13]2)=[O:11])=[CH:5][CH:4]=1.[Cl:25][C:26]1[N:35]=[C:34](Cl)[C:33]2[C:28](=[CH:29][CH:30]=[CH:31][CH:32]=2)[N:27]=1. (4) Given the product [F:30][C:31]1[CH:40]=[CH:39][C:38]([O:41][CH2:42][CH2:43][CH3:44])=[C:37]2[C:32]=1[C:33](=[O:53])[C:34]([C:45]1[CH:46]=[CH:47][C:48]([O:51][CH3:52])=[CH:49][CH:50]=1)=[CH:35][NH:36]2.[C:54]([CH:57]([Cl:21])[CH2:58][NH-:59])([OH:56])=[O:55], predict the reactants needed to synthesize it. The reactants are: C1(P(C2C=CC=CC=2)C2C=CC=CC=2)C=CC=CC=1.C(Cl)(Cl)(Cl)[Cl:21].C1COCC1.[F:30][C:31]1[CH:40]=[CH:39][C:38]([O:41][CH2:42][CH2:43][CH3:44])=[C:37]2[C:32]=1[C:33](=[O:53])[C:34]([C:45]1[CH:50]=[CH:49][C:48]([O:51][CH3:52])=[CH:47][CH:46]=1)=[CH:35][NH:36]2.[C:54]([CH:57](O)[CH2:58][NH-:59])([OH:56])=[O:55]. (5) Given the product [CH3:38][N:7]([CH3:6])[CH2:8][CH2:9][N:10]([CH3:37])[C:11]1[CH:16]=[C:15]([O:17][CH3:18])[C:14]([NH:19][C:20]2[N:25]=[C:24]([C:26]3[C:34]4[C:29](=[CH:30][CH:31]=[CH:32][CH:33]=4)[N:28]([CH3:35])[CH:27]=3)[CH:23]=[CH:22][N:21]=2)=[CH:13][C:12]=1[NH:36][C:1](=[O:4])[CH:2]=[CH2:3], predict the reactants needed to synthesize it. The reactants are: [C:1](Cl)(=[O:4])[CH:2]=[CH2:3].[CH3:6][N:7]([CH3:38])[CH2:8][CH2:9][N:10]([CH3:37])[C:11]1[C:12]([NH2:36])=[CH:13][C:14]([NH:19][C:20]2[N:25]=[C:24]([C:26]3[C:34]4[C:29](=[CH:30][CH:31]=[CH:32][CH:33]=4)[N:28]([CH3:35])[CH:27]=3)[CH:23]=[CH:22][N:21]=2)=[C:15]([O:17][CH3:18])[CH:16]=1.CCN(C(C)C)C(C)C.